From a dataset of Reaction yield outcomes from USPTO patents with 853,638 reactions. Predict the reaction yield, written as a fraction of the theoretical maximum amount of product (1.0 means a 100% yield; for example, 0.34 means a 34% yield). (1) The reactants are [C:1]([O:5][C:6]([N:8]1[CH2:13][CH2:12][C:11]([CH:20]=[CH:21][C:22]#[N:23])([CH:14]2[CH2:19][CH2:18][CH2:17][CH2:16][CH2:15]2)[CH2:10][CH2:9]1)=[O:7])([CH3:4])([CH3:3])[CH3:2].N. The catalyst is CO.[Ni]. The product is [C:1]([O:5][C:6]([N:8]1[CH2:13][CH2:12][C:11]([CH2:20][CH2:21][CH2:22][NH2:23])([CH:14]2[CH2:15][CH2:16][CH2:17][CH2:18][CH2:19]2)[CH2:10][CH2:9]1)=[O:7])([CH3:4])([CH3:3])[CH3:2]. The yield is 1.00. (2) The reactants are [OH:1][CH2:2][C:3]([O:5][CH2:6][C:7]([C:9]1[CH:14]=[CH:13][C:12]([CH2:15][CH2:16][CH2:17][CH2:18][CH2:19][CH2:20][CH2:21][CH2:22][CH2:23][CH2:24][CH2:25][CH3:26])=[CH:11][CH:10]=1)=O)=O.[C:27]([O-:30])(=O)[CH3:28].[NH4+:31]. The catalyst is CC(O)=O. The product is [C:27]([O:1][CH2:2][C:3]1[O:5][CH:6]=[C:7]([C:9]2[CH:14]=[CH:13][C:12]([CH2:15][CH2:16][CH2:17][CH2:18][CH2:19][CH2:20][CH2:21][CH2:22][CH2:23][CH2:24][CH2:25][CH3:26])=[CH:11][CH:10]=2)[N:31]=1)(=[O:30])[CH3:28]. The yield is 0.300.